This data is from Reaction yield outcomes from USPTO patents with 853,638 reactions. The task is: Predict the reaction yield, written as a fraction of the theoretical maximum amount of product (1.0 means a 100% yield; for example, 0.34 means a 34% yield). The reactants are [Cl:1][CH2:2][C:3]1[CH:12]=[CH:11][C:10]2[C:5](=[CH:6][CH:7]=[CH:8][CH:9]=2)[CH:4]=1.[CH3:13][N:14]([CH2:16][CH2:17][CH2:18][CH2:19][CH2:20][CH2:21][CH2:22][CH2:23][CH2:24][CH2:25][CH2:26][CH2:27][CH2:28][CH2:29][CH2:30][CH2:31][CH2:32][CH3:33])[CH3:15]. The catalyst is C(#N)C. The product is [Cl-:1].[CH3:13][N+:14]([CH3:15])([CH2:2][C:3]1[CH:12]=[CH:11][C:10]2[C:5](=[CH:6][CH:7]=[CH:8][CH:9]=2)[CH:4]=1)[CH2:16][CH2:17][CH2:18][CH2:19][CH2:20][CH2:21][CH2:22][CH2:23][CH2:24][CH2:25][CH2:26][CH2:27][CH2:28][CH2:29][CH2:30][CH2:31][CH2:32][CH3:33]. The yield is 0.883.